Dataset: Full USPTO retrosynthesis dataset with 1.9M reactions from patents (1976-2016). Task: Predict the reactants needed to synthesize the given product. (1) Given the product [N+:19]([C:18]1[CH:17]=[CH:16][CH:15]=[C:14]([N+:22]([O-:24])=[O:23])[C:13]=1[NH:2][C:3]1[CH:8]=[CH:7][C:6]([O:9][CH3:10])=[CH:5][C:4]=1[OH:11])([O-:21])=[O:20], predict the reactants needed to synthesize it. The reactants are: Cl.[NH2:2][C:3]1[CH:8]=[CH:7][C:6]([O:9][CH3:10])=[CH:5][C:4]=1[OH:11].Cl[C:13]1[C:18]([N+:19]([O-:21])=[O:20])=[CH:17][CH:16]=[CH:15][C:14]=1[N+:22]([O-:24])=[O:23].C([O-])(=O)C.[Na+]. (2) Given the product [CH3:1][C:2]1([CH3:23])[N:3]2[C:4]3[C:5]([C:18](=[O:20])[C:12]([C:13]([O:15][CH2:16][CH3:17])=[O:14])=[CH:11]2)=[CH:6][CH:7]=[CH:8][C:9]=3[CH2:10]1, predict the reactants needed to synthesize it. The reactants are: [CH3:1][C:2]1([CH3:23])[CH2:10][C:9]2[C:4](=[CH:5][CH:6]=[CH:7][CH:8]=2)[N:3]1[CH:11]=[C:12]([C:18]([O:20]CC)=O)[C:13]([O:15][CH2:16][CH3:17])=[O:14].CCOC(C)=O. (3) Given the product [Br:12][C:13]1[CH:14]=[CH:15][C:16]([F:21])=[C:17]([CH2:18][C:9]2[S:8][C:7]([C:1]3[CH:2]=[CH:3][CH:4]=[CH:5][CH:6]=3)=[CH:11][CH:10]=2)[CH:20]=1, predict the reactants needed to synthesize it. The reactants are: [C:1]1([C:7]2[S:8][CH:9]=[CH:10][CH:11]=2)[CH:6]=[CH:5][CH:4]=[CH:3][CH:2]=1.[Br:12][C:13]1[CH:14]=[CH:15][C:16]([F:21])=[C:17]([CH:20]=1)[CH:18]=O. (4) Given the product [Br:1][C:2]1[CH:7]=[CH:6][C:5]([CH:8]([O:10][Si:20]([C:17]([CH3:19])([CH3:18])[CH3:16])([CH3:22])[CH3:21])[CH3:9])=[CH:4][CH:3]=1, predict the reactants needed to synthesize it. The reactants are: [Br:1][C:2]1[CH:7]=[CH:6][C:5]([CH:8]([OH:10])[CH3:9])=[CH:4][CH:3]=1.N1C=CN=C1.[CH3:16][C:17]([Si:20](Cl)([CH3:22])[CH3:21])([CH3:19])[CH3:18]. (5) Given the product [CH3:49][Si:46]([CH3:48])([CH3:47])[CH2:45][CH2:44][O:43][CH2:42][N:7]([CH2:6][O:5][CH2:4][CH2:3][Si:2]([CH3:1])([CH3:50])[CH3:51])[C:8]1[N:13]2[N:14]=[CH:15][C:16]([C:17]3[CH:18]=[N:19][C:20]([C:23]4[CH:28]=[CH:27][CH:26]=[CH:25][CH:24]=4)=[CH:21][CH:22]=3)=[C:12]2[N:11]=[C:10]([CH:29]2[CH2:34][CH2:33][N:32]([C:35]([O:37][C:38]([CH3:41])([CH3:40])[CH3:39])=[O:36])[CH2:31][CH2:30]2)[C:9]=1[Br:52], predict the reactants needed to synthesize it. The reactants are: [CH3:1][Si:2]([CH3:51])([CH3:50])[CH2:3][CH2:4][O:5][CH2:6][N:7]([CH2:42][O:43][CH2:44][CH2:45][Si:46]([CH3:49])([CH3:48])[CH3:47])[C:8]1[N:13]2[N:14]=[CH:15][C:16]([C:17]3[CH:18]=[N:19][C:20]([C:23]4[CH:28]=[CH:27][CH:26]=[CH:25][CH:24]=4)=[CH:21][CH:22]=3)=[C:12]2[N:11]=[C:10]([CH:29]2[CH2:34][CH2:33][N:32]([C:35]([O:37][C:38]([CH3:41])([CH3:40])[CH3:39])=[O:36])[CH2:31][CH2:30]2)[CH:9]=1.[Br:52]N1C(=O)CCC1=O.